Dataset: Forward reaction prediction with 1.9M reactions from USPTO patents (1976-2016). Task: Predict the product of the given reaction. (1) Given the reactants [Br:1][C:2]1[CH:10]=[C:9]2[C:5]([C:6](=[O:12])[C:7](=[O:11])[NH:8]2)=[CH:4][CH:3]=1.C([O-])([O-])=O.[K+].[K+].Br[CH2:20][CH2:21][CH2:22][CH:23]([CH2:34][CH2:35][CH2:36][CH2:37][CH2:38][CH2:39][CH2:40][CH2:41][CH2:42][CH2:43][CH2:44][CH3:45])[CH2:24][CH2:25][CH2:26][CH2:27][CH2:28][CH2:29][CH2:30][CH2:31][CH2:32][CH3:33], predict the reaction product. The product is: [Br:1][C:2]1[CH:10]=[C:9]2[C:5]([C:6](=[O:12])[C:7](=[O:11])[N:8]2[CH2:20][CH2:21][CH2:22][CH:23]([CH2:24][CH2:25][CH2:26][CH2:27][CH2:28][CH2:29][CH2:30][CH2:31][CH2:32][CH3:33])[CH2:34][CH2:35][CH2:36][CH2:37][CH2:38][CH2:39][CH2:40][CH2:41][CH2:42][CH2:43][CH2:44][CH3:45])=[CH:4][CH:3]=1. (2) Given the reactants Cl[C:2]1[C:7]([C:8]([O:10]CC)=O)=[C:6]([CH3:13])[N:5]=[CH:4][N:3]=1.[CH2:14]([O:21][NH:22][C:23](=[O:26])[CH2:24][CH3:25])[C:15]1[CH:20]=[CH:19][CH:18]=[CH:17][CH:16]=1.C(=O)([O-])[O-].[K+].[K+].C(OCC)(=O)C, predict the reaction product. The product is: [CH2:14]([O:21][N:22]1[C:2]2[N:3]=[CH:4][N:5]=[C:6]([CH3:13])[C:7]=2[C:8]([OH:10])=[C:24]([CH3:25])[C:23]1=[O:26])[C:15]1[CH:20]=[CH:19][CH:18]=[CH:17][CH:16]=1. (3) Given the reactants [CH2:1]([N:8]1[CH:13]2[CH2:14][NH:15][CH2:16][CH:9]1[CH2:10][O:11][CH2:12]2)[C:2]1[CH:7]=[CH:6][CH:5]=[CH:4][CH:3]=1.[O:17](C(OC(C)(C)C)=O)[C:18]([O:20][C:21]([CH3:24])([CH3:23])[CH3:22])=O, predict the reaction product. The product is: [C:21]([O:20][C:18]([N:15]1[CH2:16][CH:9]2[N:8]([CH2:1][C:2]3[CH:7]=[CH:6][CH:5]=[CH:4][CH:3]=3)[CH:13]([CH2:12][O:11][CH2:10]2)[CH2:14]1)=[O:17])([CH3:24])([CH3:23])[CH3:22]. (4) Given the reactants Cl[C:2]1[C:11]2[C:6](=[CH:7][C:8]([F:13])=[CH:9][C:10]=2[F:12])[N:5]=[C:4]([N:14]2[CH2:19][CH2:18][CH2:17][CH2:16][C:15]2=[O:20])[C:3]=1[CH3:21].[O:22]1[CH2:27][CH2:26][N:25]([C:28]2[C:33]([NH2:34])=[CH:32][C:31]([N:35]3[CH2:40][CH2:39][O:38][CH2:37][CH2:36]3)=[CH:30][N:29]=2)[CH2:24][CH2:23]1, predict the reaction product. The product is: [N:25]1([C:28]2[C:33]([NH:34][C:2]3[C:11]4[C:6](=[CH:7][C:8]([F:13])=[CH:9][C:10]=4[F:12])[N:5]=[C:4]([N:14]4[CH2:19][CH2:18][CH2:17][CH2:16][C:15]4=[O:20])[C:3]=3[CH3:21])=[CH:32][C:31]([N:35]3[CH2:36][CH2:37][O:38][CH2:39][CH2:40]3)=[CH:30][N:29]=2)[CH2:24][CH2:23][O:22][CH2:27][CH2:26]1. (5) Given the reactants [OH:1][C:2]1[CH:3]=[C:4]2[C:9](=[CH:10][CH:11]=1)[CH:8]=[C:7]([C:12]1[N:17]=[CH:16][C:15]([C:18]([O:20][CH3:21])=[O:19])=[CH:14][CH:13]=1)[CH:6]=[CH:5]2.C(=O)([O-])[O-].[Cs+].[Cs+].Cl[CH2:29][C:30]1[C:31]([C:38]2[C:43]([Cl:44])=[CH:42][CH:41]=[CH:40][C:39]=2[Cl:45])=[N:32][O:33][C:34]=1[CH:35]([CH3:37])[CH3:36].C(OCC)(=O)C, predict the reaction product. The product is: [Cl:44][C:43]1[CH:42]=[CH:41][CH:40]=[C:39]([Cl:45])[C:38]=1[C:31]1[C:30]([CH2:29][O:1][C:2]2[CH:3]=[C:4]3[C:9](=[CH:10][CH:11]=2)[CH:8]=[C:7]([C:12]2[N:17]=[CH:16][C:15]([C:18]([O:20][CH3:21])=[O:19])=[CH:14][CH:13]=2)[CH:6]=[CH:5]3)=[C:34]([CH:35]([CH3:37])[CH3:36])[O:33][N:32]=1. (6) The product is: [CH3:19][O:1][C@H:2]1[CH2:7][CH2:6][N:5]([C:8]([O:10][C:11]([CH3:14])([CH3:13])[CH3:12])=[O:9])[CH2:4][C:3]1([CH3:16])[CH3:15]. Given the reactants [OH:1][C@H:2]1[CH2:7][CH2:6][N:5]([C:8]([O:10][C:11]([CH3:14])([CH3:13])[CH3:12])=[O:9])[CH2:4][C:3]1([CH3:16])[CH3:15].[H-].[Na+].[CH3:19]I.[NH4+].[Cl-], predict the reaction product. (7) Given the reactants [NH2:1][C:2]1[NH:7][C:6]2[NH:8][CH:9]=[C:10]([CH2:11][CH2:12][C:13]3[CH:30]=[CH:29][C:16]([C:17]([NH:19][C@H:20]([C:26]([OH:28])=[O:27])[CH2:21][CH2:22][C:23]([OH:25])=[O:24])=[O:18])=[CH:15][CH:14]=3)[C:5]=2[C:4](=[O:31])[N:3]=1.Cl.[OH-].[Na+:34], predict the reaction product. The product is: [Na+:34].[Na+:34].[NH2:1][C:2]1[NH:7][C:6]2[NH:8][CH:9]=[C:10]([CH2:11][CH2:12][C:13]3[CH:14]=[CH:15][C:16]([C:17]([NH:19][C@H:20]([C:26]([O-:28])=[O:27])[CH2:21][CH2:22][C:23]([O-:25])=[O:24])=[O:18])=[CH:29][CH:30]=3)[C:5]=2[C:4](=[O:31])[N:3]=1.